Dataset: NCI-60 drug combinations with 297,098 pairs across 59 cell lines. Task: Regression. Given two drug SMILES strings and cell line genomic features, predict the synergy score measuring deviation from expected non-interaction effect. (1) Drug 1: CC1C(C(CC(O1)OC2CC(CC3=C2C(=C4C(=C3O)C(=O)C5=C(C4=O)C(=CC=C5)OC)O)(C(=O)CO)O)N)O.Cl. Drug 2: C1CNP(=O)(OC1)N(CCCl)CCCl. Cell line: KM12. Synergy scores: CSS=3.97, Synergy_ZIP=-0.626, Synergy_Bliss=2.92, Synergy_Loewe=-0.806, Synergy_HSA=1.18. (2) Drug 1: CN(C)C1=NC(=NC(=N1)N(C)C)N(C)C. Drug 2: CC1=C(C=C(C=C1)C(=O)NC2=CC(=CC(=C2)C(F)(F)F)N3C=C(N=C3)C)NC4=NC=CC(=N4)C5=CN=CC=C5. Cell line: LOX IMVI. Synergy scores: CSS=5.81, Synergy_ZIP=-1.75, Synergy_Bliss=1.24, Synergy_Loewe=4.75, Synergy_HSA=4.28.